Dataset: Reaction yield outcomes from USPTO patents with 853,638 reactions. Task: Predict the reaction yield, written as a fraction of the theoretical maximum amount of product (1.0 means a 100% yield; for example, 0.34 means a 34% yield). The reactants are [CH3:1][O:2][C:3]([C:5]1[C:6]([CH3:12])=[N+:7]([O-])[CH:8]=[CH:9][CH:10]=1)=[O:4].O=P(Cl)(Cl)[Cl:15]. No catalyst specified. The product is [Cl:15][CH2:12][C:6]1[N:7]=[CH:8][CH:9]=[CH:10][C:5]=1[C:3]([O:2][CH3:1])=[O:4]. The yield is 0.300.